Dataset: Merck oncology drug combination screen with 23,052 pairs across 39 cell lines. Task: Regression. Given two drug SMILES strings and cell line genomic features, predict the synergy score measuring deviation from expected non-interaction effect. (1) Drug 2: Cn1cc(-c2cnn3c(N)c(Br)c(C4CCCNC4)nc23)cn1. Cell line: SKOV3. Drug 1: CN(Cc1cnc2nc(N)nc(N)c2n1)c1ccc(C(=O)NC(CCC(=O)O)C(=O)O)cc1. Synergy scores: synergy=7.60. (2) Drug 1: O=c1[nH]cc(F)c(=O)[nH]1. Drug 2: COC1CC2CCC(C)C(O)(O2)C(=O)C(=O)N2CCCCC2C(=O)OC(C(C)CC2CCC(OP(C)(C)=O)C(OC)C2)CC(=O)C(C)C=C(C)C(O)C(OC)C(=O)C(C)CC(C)C=CC=CC=C1C. Cell line: CAOV3. Synergy scores: synergy=8.76. (3) Synergy scores: synergy=8.26. Cell line: A2780. Drug 1: CC1(c2nc3c(C(N)=O)cccc3[nH]2)CCCN1. Drug 2: CNC(=O)c1cc(Oc2ccc(NC(=O)Nc3ccc(Cl)c(C(F)(F)F)c3)cc2)ccn1.